From a dataset of Catalyst prediction with 721,799 reactions and 888 catalyst types from USPTO. Predict which catalyst facilitates the given reaction. (1) Reactant: [CH3:1][C:2]([CH3:34])([CH3:33])[C:3]([O:5][CH:6]([N:9]1[C:13]2[CH:14]=[CH:15][CH:16]=[CH:17][C:12]=2[N:11]=[C:10]1[S:18][CH2:19][C:20]1[C:25]([CH3:26])=[C:24]([O:27][CH2:28][C:29]([F:32])([F:31])[F:30])[CH:23]=[CH:22][N:21]=1)[CH2:7][CH3:8])=[O:4].ClC1C=C(C=CC=1)C(OO)=[O:40]. Product: [CH3:34][C:2]([CH3:33])([CH3:1])[C:3]([O:5][CH:6]([N:9]1[C:13]2[CH:14]=[CH:15][CH:16]=[CH:17][C:12]=2[N:11]=[C:10]1[S:18]([CH2:19][C:20]1[C:25]([CH3:26])=[C:24]([O:27][CH2:28][C:29]([F:32])([F:31])[F:30])[CH:23]=[CH:22][N:21]=1)=[O:40])[CH2:7][CH3:8])=[O:4]. The catalyst class is: 4. (2) Reactant: [F:1][C:2]1[CH:7]=[CH:6][C:5]([C:8]2[N:9]=[C:10]3[CH:15]=[C:14]([CH:16]4[CH2:21][CH2:20][N:19](C(OCC5C=CC=CC=5)=O)[CH2:18][CH2:17]4)[CH:13]=[CH:12][N:11]3[C:32]=2[C:33]2[CH:38]=[CH:37][N:36]=[CH:35][N:34]=2)=[CH:4][CH:3]=1.C1(S)C=CC=CC=1.I[Si](C)(C)C. Product: [F:1][C:2]1[CH:3]=[CH:4][C:5]([C:8]2[N:9]=[C:10]3[CH:15]=[C:14]([CH:16]4[CH2:21][CH2:20][NH:19][CH2:18][CH2:17]4)[CH:13]=[CH:12][N:11]3[C:32]=2[C:33]2[CH:38]=[CH:37][N:36]=[CH:35][N:34]=2)=[CH:6][CH:7]=1. The catalyst class is: 10. (3) The catalyst class is: 3. Product: [F:27][C:24]1[CH:25]=[CH:26][C:21]([O:20][CH2:19][CH2:18][CH2:17][N:1]2[CH2:2][CH2:3][CH:4]([N:7]3[C:11]4[CH:12]=[CH:13][CH:14]=[CH:15][C:10]=4[N:9]=[CH:8]3)[CH2:5][CH2:6]2)=[CH:22][CH:23]=1. Reactant: [NH:1]1[CH2:6][CH2:5][CH:4]([N:7]2[C:11]3[CH:12]=[CH:13][CH:14]=[CH:15][C:10]=3[N:9]=[CH:8]2)[CH2:3][CH2:2]1.Cl[CH2:17][CH2:18][CH2:19][O:20][C:21]1[CH:26]=[CH:25][C:24]([F:27])=[CH:23][CH:22]=1.C([O-])([O-])=O.[K+].[K+].O. (4) The catalyst class is: 341. Reactant: [Si:1]([O:8][C:9]1[CH:14]=[CH:13][C:12]([C:15]2[N:16]=[C:17](/[CH:22]=[CH:23]/[C:24]3[CH:29]=[CH:28][CH:27]=[CH:26][CH:25]=3)[C:18]([NH2:21])=[N:19][CH:20]=2)=[CH:11][CH:10]=1)([C:4]([CH3:7])([CH3:6])[CH3:5])([CH3:3])[CH3:2].[Si:30]([O:37][C:38]1[CH:43]=[CH:42][C:41]([CH2:44][C:45](Cl)=[O:46])=[CH:40][CH:39]=1)([C:33]([CH3:36])([CH3:35])[CH3:34])([CH3:32])[CH3:31].O. Product: [Si:30]([O:37][C:38]1[CH:39]=[CH:40][C:41]([CH2:44][C:45]([NH:21][C:18]2[C:17](/[CH:22]=[CH:23]/[C:24]3[CH:29]=[CH:28][CH:27]=[CH:26][CH:25]=3)=[N:16][C:15]([C:12]3[CH:11]=[CH:10][C:9]([O:8][Si:1]([C:4]([CH3:7])([CH3:5])[CH3:6])([CH3:2])[CH3:3])=[CH:14][CH:13]=3)=[CH:20][N:19]=2)=[O:46])=[CH:42][CH:43]=1)([C:33]([CH3:36])([CH3:35])[CH3:34])([CH3:32])[CH3:31]. (5) Reactant: [CH2:1]([O:8][C:9]1[CH:10]=[C:11]2[C:16](=[CH:17][C:18]=1[O:19][CH3:20])[CH:15]=[N:14][CH:13]([CH2:21][CH3:22])[CH2:12]2)[C:2]1[CH:7]=[CH:6][CH:5]=[CH:4][CH:3]=1.C(O[CH:26]=[C:27]([C:33](=[O:35])[CH3:34])[C:28]([O:30][CH2:31][CH3:32])=[O:29])C. Product: [CH2:1]([O:8][C:9]1[C:18]([O:19][CH3:20])=[CH:17][C:16]2[CH:15]3[N:14]([CH:13]([CH2:21][CH3:22])[CH2:12][C:11]=2[CH:10]=1)[CH:26]=[C:27]([C:28]([O:30][CH2:31][CH3:32])=[O:29])[C:33](=[O:35])[CH2:34]3)[C:2]1[CH:7]=[CH:6][CH:5]=[CH:4][CH:3]=1. The catalyst class is: 14.